From a dataset of Forward reaction prediction with 1.9M reactions from USPTO patents (1976-2016). Predict the product of the given reaction. Given the reactants [C:1]([C:3]1[C@H:8]([C:9]2[CH:14]=[CH:13][C:12]([C:15]#[N:16])=[CH:11][C:10]=2[S:17]([CH3:20])(=[O:19])=[O:18])[N:7]([CH2:21][C:22]([O:24]C(C)(C)C)=[O:23])[C:6](=[O:29])[N:5]([C:30]2[CH:35]=[CH:34][CH:33]=[C:32]([C:36]([F:39])([F:38])[F:37])[CH:31]=2)[C:4]=1[CH3:40])#[N:2].FC(F)(F)C(O)=O, predict the reaction product. The product is: [C:1]([C:3]1[C@@H:8]([C:9]2[CH:14]=[CH:13][C:12]([C:15]#[N:16])=[CH:11][C:10]=2[S:17]([CH3:20])(=[O:19])=[O:18])[N:7]([CH2:21][C:22]([OH:24])=[O:23])[C:6](=[O:29])[N:5]([C:30]2[CH:35]=[CH:34][CH:33]=[C:32]([C:36]([F:37])([F:39])[F:38])[CH:31]=2)[C:4]=1[CH3:40])#[N:2].